This data is from Catalyst prediction with 721,799 reactions and 888 catalyst types from USPTO. The task is: Predict which catalyst facilitates the given reaction. (1) Reactant: [N:1]#[C:2]Br.[NH2:4][C:5]1[CH:6]=[C:7]([CH:12]=[CH:13][C:14]=1[NH2:15])[C:8]([O:10]C)=[O:9].N.Cl. Product: [NH2:1][C:2]1[NH:15][C:14]2[CH:13]=[CH:12][C:7]([C:8]([OH:10])=[O:9])=[CH:6][C:5]=2[N:4]=1. The catalyst class is: 69. (2) Reactant: Br[C:2]1[CH:3]=[C:4]2[C:8](=[CH:9][CH:10]=1)[NH:7][CH:6]=[C:5]2[CH2:11][C:12]#[N:13].[CH3:14][N:15]1[CH:19]=[C:18](B2OC(C)(C)C(C)(C)O2)[CH:17]=[N:16]1.C([O-])([O-])=O.[K+].[K+]. Product: [CH3:14][N:15]1[CH:19]=[C:18]([C:2]2[CH:3]=[C:4]3[C:8](=[CH:9][CH:10]=2)[NH:7][CH:6]=[C:5]3[CH2:11][C:12]#[N:13])[CH:17]=[N:16]1. The catalyst class is: 117. (3) Reactant: [Cl:1][C:2]1[CH:7]=[CH:6][C:5]([CH:8]2[C:12]3[N:13]([CH:22]([CH3:24])[CH3:23])[C:14]([C:16]4[CH2:17][CH2:18][NH:19][CH2:20][CH:21]=4)=[N:15][C:11]=3[C:10](=[O:25])[N:9]2[C:26]2[CH:27]=[C:28]([CH3:36])[C:29]3[N:30]([C:32]([CH3:35])=[N:33][N:34]=3)[CH:31]=2)=[CH:4][CH:3]=1.Cl[C:38]([O:40][CH2:41][CH3:42])=[O:39].C([O-])(O)=O.[Na+]. Product: [Cl:1][C:2]1[CH:7]=[CH:6][C:5]([CH:8]2[C:12]3[N:13]([CH:22]([CH3:24])[CH3:23])[C:14]([C:16]4[CH2:17][CH2:18][N:19]([C:38]([O:40][CH2:41][CH3:42])=[O:39])[CH2:20][CH:21]=4)=[N:15][C:11]=3[C:10](=[O:25])[N:9]2[C:26]2[CH:27]=[C:28]([CH3:36])[C:29]3[N:30]([C:32]([CH3:35])=[N:33][N:34]=3)[CH:31]=2)=[CH:4][CH:3]=1. The catalyst class is: 202. (4) Reactant: N1C=CN=C1.[Br:6][C:7]1[C:8]([CH2:26][OH:27])=[C:9]([N:13]2[CH:17]=[CH:16][N:15]([C:18]3[CH:23]=[CH:22][C:21]([CH3:24])=[CH:20][CH:19]=3)[C:14]2=[O:25])[CH:10]=[CH:11][CH:12]=1.[CH3:28][C:29]([Si:32](Cl)([CH3:34])[CH3:33])([CH3:31])[CH3:30]. Product: [Br:6][C:7]1[C:8]([CH2:26][O:27][Si:32]([C:29]([CH3:31])([CH3:30])[CH3:28])([CH3:34])[CH3:33])=[C:9]([N:13]2[CH:17]=[CH:16][N:15]([C:18]3[CH:23]=[CH:22][C:21]([CH3:24])=[CH:20][CH:19]=3)[C:14]2=[O:25])[CH:10]=[CH:11][CH:12]=1. The catalyst class is: 46. (5) Reactant: Br[C:2]1[C:6]([C:7]2[CH:12]=[CH:11][CH:10]=[C:9]([Cl:13])[CH:8]=2)=[N:5][NH:4][C:3]=1[NH2:14].[C:15]([N:23]=[C:24]=[S:25])(=[O:22])[C:16]1[CH:21]=[CH:20][CH:19]=[CH:18][CH:17]=1. Product: [Cl:13][C:9]1[CH:8]=[C:7]([C:6]2[C:2]3[S:25][C:24]([NH:23][C:15](=[O:22])[C:16]4[CH:17]=[CH:18][CH:19]=[CH:20][CH:21]=4)=[N:14][C:3]=3[NH:4][N:5]=2)[CH:12]=[CH:11][CH:10]=1. The catalyst class is: 12. (6) Reactant: C([N:8]1[C:16]2[C:15]([S:17][C:18]3[C:23]([CH3:24])=[CH:22][C:21]([CH3:25])=[CH:20][C:19]=3[CH3:26])=[N:14][C:13]([NH:27][C:28]3[CH:35]=[CH:34][C:31]([C:32]#[N:33])=[CH:30][CH:29]=3)=[N:12][C:11]=2[CH:10]=[CH:9]1)C1C=CC=CC=1.[Al+3].[Cl-].[Cl-].[Cl-]. Product: [C:19]1([CH3:26])[CH:20]=[C:21]([CH3:25])[CH:22]=[C:23]([CH3:24])[C:18]=1[S:17][C:15]1[C:16]2[NH:8][CH:9]=[CH:10][C:11]=2[N:12]=[C:13]([NH:27][C:28]2[CH:35]=[CH:34][C:31]([C:32]#[N:33])=[CH:30][CH:29]=2)[N:14]=1. The catalyst class is: 262. (7) Reactant: [Br:1][C:2]1[CH:3]=[C:4]2[C:9](=[CH:10][CH:11]=1)[N:8]=[C:7](Cl)[C:6]([CH2:13][CH:14]1[CH2:19][CH2:18][C:17]([F:21])([F:20])[CH2:16][CH2:15]1)=[C:5]2[Cl:22].[CH3:23][O-:24].[Na+]. Product: [Br:1][C:2]1[CH:3]=[C:4]2[C:9](=[CH:10][CH:11]=1)[N:8]=[C:7]([O:24][CH3:23])[C:6]([CH2:13][CH:14]1[CH2:19][CH2:18][C:17]([F:21])([F:20])[CH2:16][CH2:15]1)=[C:5]2[Cl:22]. The catalyst class is: 11.